From a dataset of Reaction yield outcomes from USPTO patents with 853,638 reactions. Predict the reaction yield, written as a fraction of the theoretical maximum amount of product (1.0 means a 100% yield; for example, 0.34 means a 34% yield). The reactants are FC(F)(F)C(O)=O.[Cl:8][C:9]1[CH:38]=[CH:37][C:12]([CH2:13][N:14]([CH2:30][CH2:31][N:32]([CH2:35][CH3:36])[CH2:33][CH3:34])[C:15]([N:17]2[CH2:22][CH2:21][N:20](C(OC(C)(C)C)=O)[CH2:19][CH2:18]2)=[O:16])=[CH:11][CH:10]=1.C(N(CC)C(C)C)(C)C.Cl[C:49]1[C:50]2[C@H:57]([CH3:58])[CH2:56][CH:55]([OH:59])[C:51]=2[N:52]=[CH:53][N:54]=1. The catalyst is C(Cl)Cl.O. The product is [Cl:8][C:9]1[CH:10]=[CH:11][C:12]([CH2:13][N:14]([CH2:30][CH2:31][N:32]([CH2:33][CH3:34])[CH2:35][CH3:36])[C:15]([N:17]2[CH2:18][CH2:19][N:20]([C:49]3[C:50]4[C@H:57]([CH3:58])[CH2:56][CH:55]([OH:59])[C:51]=4[N:52]=[CH:53][N:54]=3)[CH2:21][CH2:22]2)=[O:16])=[CH:37][CH:38]=1. The yield is 0.210.